This data is from Catalyst prediction with 721,799 reactions and 888 catalyst types from USPTO. The task is: Predict which catalyst facilitates the given reaction. (1) Reactant: [Cl:1][C:2]1[CH:7]=[CH:6][CH:5]=[C:4]([N+]([O-])=O)[C:3]=1[C:11]1[S:12][C:13]2[CH:14]=[N:15][CH:16]=[C:17]([F:20])[C:18]=2[N:19]=1.ClC1C=CC=C([N+]([O-])=O)C=1C(Cl)=[N:25][C:26]1[C:31](F)=[CH:30][N:29]=[CH:28][C:27]=1F.[NH2:42][C:43](N)=S.[N:46]1C=CC=CC=1.CCN(CC)CC. Product: [Cl:1][C:2]1[C:3]([C:11]2[S:12][C:13]3[C:14]([NH:46][C:30]4[CH:31]=[C:26]([CH3:27])[N:25]=[CH:28][N:29]=4)=[N:15][CH:16]=[C:17]([F:20])[C:18]=3[N:19]=2)=[C:4]([CH:5]=[CH:6][CH:7]=1)[C:43]#[N:42]. The catalyst class is: 32. (2) Reactant: Br[C:2]1[CH:3]=[CH:4][C:5]([O:8][C:9]2[CH:14]=[CH:13][CH:12]=[CH:11][CH:10]=2)=[N:6][CH:7]=1.[B:15]1([B:15]2[O:19][C:18]([CH3:21])([CH3:20])[C:17]([CH3:23])([CH3:22])[O:16]2)[O:19][C:18]([CH3:21])([CH3:20])[C:17]([CH3:23])([CH3:22])[O:16]1.ClCCl.C([O-])(=O)C.[K+]. Product: [O:8]([C:5]1[CH:4]=[CH:3][C:2]([B:15]2[O:19][C:18]([CH3:21])([CH3:20])[C:17]([CH3:23])([CH3:22])[O:16]2)=[CH:7][N:6]=1)[C:9]1[CH:14]=[CH:13][CH:12]=[CH:11][CH:10]=1. The catalyst class is: 9. (3) Reactant: CCN(C(C)C)C(C)C.[F:10][C:11]1[CH:16]=[CH:15][CH:14]=[CH:13][C:12]=1[C:17]1[O:21][N:20]=[C:19]([C:22]([OH:24])=O)[CH:18]=1.C1(C2ON=C(C(O)=O)C=2)C=CC=CC=1.FC1C=CC=CC=1C(=O)C.C1C=CC2N(O)N=NC=2C=1.CCN=C=NCCCN(C)C.Cl.Cl.[NH2:72][CH2:73][C:74]([N:76]1[CH2:81][CH2:80][CH:79]([O:82][C:83]2[CH:88]=[CH:87][CH:86]=[C:85]([C:89]([F:92])([F:91])[F:90])[CH:84]=2)[CH2:78][CH2:77]1)=[O:75]. The catalyst class is: 18. Product: [O:75]=[C:74]([N:76]1[CH2:77][CH2:78][CH:79]([O:82][C:83]2[CH:88]=[CH:87][CH:86]=[C:85]([C:89]([F:92])([F:90])[F:91])[CH:84]=2)[CH2:80][CH2:81]1)[CH2:73][NH:72][C:22]([C:19]1[CH:18]=[C:17]([C:12]2[CH:13]=[CH:14][CH:15]=[CH:16][C:11]=2[F:10])[O:21][N:20]=1)=[O:24]. (4) Reactant: [CH2:1]([OH:6])[CH:2]([OH:5])[CH2:3][OH:4].N1C=CN=C1.[CH3:12][C:13]([Si:16](Cl)([C:23]1[CH:28]=[CH:27][CH:26]=[CH:25][CH:24]=1)[C:17]1[CH:22]=[CH:21][CH:20]=[CH:19][CH:18]=1)([CH3:15])[CH3:14].O. Product: [Si:16]([O:6][CH2:1][CH:2]([OH:5])[CH2:3][OH:4])([C:13]([CH3:15])([CH3:14])[CH3:12])([C:23]1[CH:24]=[CH:25][CH:26]=[CH:27][CH:28]=1)[C:17]1[CH:22]=[CH:21][CH:20]=[CH:19][CH:18]=1. The catalyst class is: 31. (5) Reactant: C([O:3][C:4]([C:6]1([S:16]([C:19]2[CH:24]=[CH:23][C:22]([O:25][CH3:26])=[CH:21][CH:20]=2)(=[O:18])=[O:17])[CH2:11][CH2:10][N:9]([CH2:12][CH2:13][CH2:14][CH3:15])[CH2:8][CH2:7]1)=[O:5])C. Product: [CH2:12]([N:9]1[CH2:8][CH2:7][C:6]([S:16]([C:19]2[CH:24]=[CH:23][C:22]([O:25][CH3:26])=[CH:21][CH:20]=2)(=[O:18])=[O:17])([C:4]([OH:5])=[O:3])[CH2:11][CH2:10]1)[CH2:13][CH2:14][CH3:15]. The catalyst class is: 273. (6) Reactant: C(OC(=O)[NH:10][C:11]1[N:16]=[C:15]([CH2:17][O:18][Si:19]([C:22]([CH3:25])([CH3:24])[CH3:23])([CH3:21])[CH3:20])[C:14]2[C:26]([O:48][CH3:49])=[N:27][N:28]([C:29]([C:42]3[CH:47]=[CH:46][CH:45]=[CH:44][CH:43]=3)([C:36]3[CH:41]=[CH:40][CH:39]=[CH:38][CH:37]=3)[C:30]3[CH:35]=[CH:34][CH:33]=[CH:32][CH:31]=3)[C:13]=2[CH:12]=1)C1C=CC=CC=1. Product: [Si:19]([O:18][CH2:17][C:15]1[C:14]2[C:26]([O:48][CH3:49])=[N:27][N:28]([C:29]([C:42]3[CH:47]=[CH:46][CH:45]=[CH:44][CH:43]=3)([C:36]3[CH:37]=[CH:38][CH:39]=[CH:40][CH:41]=3)[C:30]3[CH:35]=[CH:34][CH:33]=[CH:32][CH:31]=3)[C:13]=2[CH:12]=[C:11]([NH2:10])[N:16]=1)([C:22]([CH3:25])([CH3:24])[CH3:23])([CH3:20])[CH3:21]. The catalyst class is: 407. (7) Reactant: [CH3:1][C:2]1[S:3][C:4]([C:10]2[CH:15]=[CH:14][CH:13]=[CH:12][CH:11]=2)=[C:5]([C:7]([OH:9])=O)[N:6]=1.CCN(C(C)C)C(C)C.CN(C(ON1N=NC2C=CC=CC1=2)=[N+](C)C)C.[B-](F)(F)(F)F.[NH:47]1[CH2:52][CH2:51][CH2:50][CH2:49][C@H:48]1[CH2:53][C:54]1[N:55]=[C:56]2[CH:61]=[C:60]([C:62]#[N:63])[CH:59]=[CH:58][N:57]2[CH:64]=1. Product: [CH3:1][C:2]1[S:3][C:4]([C:10]2[CH:15]=[CH:14][CH:13]=[CH:12][CH:11]=2)=[C:5]([C:7]([N:47]2[CH2:52][CH2:51][CH2:50][CH2:49][C@H:48]2[CH2:53][C:54]2[N:55]=[C:56]3[CH:61]=[C:60]([C:62]#[N:63])[CH:59]=[CH:58][N:57]3[CH:64]=2)=[O:9])[N:6]=1. The catalyst class is: 3.